From a dataset of Full USPTO retrosynthesis dataset with 1.9M reactions from patents (1976-2016). Predict the reactants needed to synthesize the given product. (1) Given the product [Cl:45][C:46]1[CH:51]=[CH:50][C:49]([C:7]2[CH:8]=[C:9]3[C:14](=[CH:15][CH:16]=2)[CH2:13][CH:12]([C:17]([O:19][CH3:20])=[O:18])[CH2:11][CH2:10]3)=[CH:48][CH:47]=1, predict the reactants needed to synthesize it. The reactants are: FC(F)(F)S(O[C:7]1[CH:8]=[C:9]2[C:14](=[CH:15][CH:16]=1)[CH2:13][CH:12]([C:17]([O:19][CH3:20])=[O:18])[CH2:11][CH2:10]2)(=O)=O.FC(F)(F)S(OC1C=C2C(CCC(C(OC)=O)C2)=CC=1)(=O)=O.[Cl:45][C:46]1[CH:51]=[CH:50][C:49](B(O)O)=[CH:48][CH:47]=1.ClC1C=C(B(O)O)C=CC=1. (2) Given the product [F:16][C:15]([F:18])([F:17])[C:68]([OH:69])=[O:34].[Cl:1][C:2]1[CH:3]=[C:4]([NH:19][C:20]2[C:30]3[CH:29]=[C:28]([C:31]([NH:60][CH2:59][C:58]4[CH:61]=[CH:62][C:63]([F:65])=[CH:64][C:57]=4[F:56])=[O:32])[CH2:27][CH2:26][NH:25][C:24]=3[N:23]=[CH:22][N:21]=2)[CH:5]=[CH:6][C:7]=1[O:8][C:9]1[CH:14]=[CH:13][CH:12]=[C:11]([C:15]([F:18])([F:16])[F:17])[CH:10]=1, predict the reactants needed to synthesize it. The reactants are: [Cl:1][C:2]1[CH:3]=[C:4]([NH:19][C:20]2[C:30]3[CH:29]=[C:28]([C:31](O)=[O:32])[CH2:27][CH2:26][NH:25][C:24]=3[N:23]=[CH:22][N:21]=2)[CH:5]=[CH:6][C:7]=1[O:8][C:9]1[CH:14]=[CH:13][CH:12]=[C:11]([C:15]([F:18])([F:17])[F:16])[CH:10]=1.[OH:34]N1C2C=CC=CC=2N=N1.Cl.C(N=C=NCCCN(C)C)C.[F:56][C:57]1[CH:64]=[C:63]([F:65])[CH:62]=[CH:61][C:58]=1[CH2:59][NH2:60].CN(C)[CH:68]=[O:69]. (3) Given the product [F:1][C:2]1[C:7]([O:8][CH3:9])=[CH:6][C:5]([O:10][CH3:11])=[C:4]([F:12])[C:3]=1[N:13]1[C:22](=[O:23])[C:21]2([CH2:25][CH2:24]2)[C:20]2[C:15](=[CH:16][N:17]=[C:18]([C:26]3[C:27]([CH3:31])=[N:28][N:29]([CH2:2][CH2:3][N:13]4[CH2:22][CH2:32][O:35][CH2:15][CH2:14]4)[CH:30]=3)[CH:19]=2)[CH2:14]1, predict the reactants needed to synthesize it. The reactants are: [F:1][C:2]1[C:7]([O:8][CH3:9])=[CH:6][C:5]([O:10][CH3:11])=[C:4]([F:12])[C:3]=1[N:13]1[C:22](=[O:23])[C:21]2([CH2:25][CH2:24]2)[C:20]2[C:15](=[CH:16][N:17]=[C:18]([C:26]3[C:27]([CH3:31])=[N:28][NH:29][CH:30]=3)[CH:19]=2)[CH2:14]1.[C:32](=[O:35])([O-])[O-].[Cs+].[Cs+]. (4) Given the product [CH3:31][NH:32][C:24]([C:23]1[CH:22]=[C:21]([CH:29]=[CH:28][CH:27]=1)[CH2:20][NH:19][C:17]([C:12]1[C:11]2[CH:10]=[N:9][N:8]([C:5]3[CH:4]=[CH:3][C:2]([F:1])=[CH:7][CH:6]=3)[C:16]=2[CH:15]=[CH:14][CH:13]=1)=[O:18])=[O:25], predict the reactants needed to synthesize it. The reactants are: [F:1][C:2]1[CH:7]=[CH:6][C:5]([N:8]2[C:16]3[CH:15]=[CH:14][CH:13]=[C:12]([C:17]([NH:19][CH2:20][C:21]4[CH:22]=[C:23]([CH:27]=[CH:28][CH:29]=4)[C:24](O)=[O:25])=[O:18])[C:11]=3[CH:10]=[N:9]2)=[CH:4][CH:3]=1.C[CH2:31][N:32](CC)CC.C1CN([P+](ON2N=NC3C=CC=CC2=3)(N2CCCC2)N2CCCC2)CC1.F[P-](F)(F)(F)(F)F.Cl.CN. (5) Given the product [N:8]1[CH:9]=[CH:10][CH:11]=[C:6]([CH2:5][C:4](=[O:12])[CH2:14][CH2:15][CH2:16][CH3:17])[CH:7]=1, predict the reactants needed to synthesize it. The reactants are: CON(C)[C:4](=[O:12])[CH2:5][C:6]1[CH:7]=[N:8][CH:9]=[CH:10][CH:11]=1.[CH2:14]([Mg]Cl)[CH2:15][CH2:16][CH3:17].